Dataset: Reaction yield outcomes from USPTO patents with 853,638 reactions. Task: Predict the reaction yield, written as a fraction of the theoretical maximum amount of product (1.0 means a 100% yield; for example, 0.34 means a 34% yield). (1) The reactants are Br[C:2]1[N:7]=[C:6]([CH:8]=[O:9])[CH:5]=[CH:4][C:3]=1[O:10][CH3:11].[CH3:12][C:13]1[C:14](B(O)O)=[CH:15][C:16]2[C:17]([CH3:26])([CH3:25])[CH2:18][CH2:19][C:20]([CH3:24])([CH3:23])[C:21]=2[CH:22]=1.C(=O)([O-])[O-].[K+].[K+]. The catalyst is COCCOC.O.C(OCC)(=O)C.[Pd].C1(P(C2C=CC=CC=2)C2C=CC=CC=2)C=CC=CC=1.C1(P(C2C=CC=CC=2)C2C=CC=CC=2)C=CC=CC=1.C1(P(C2C=CC=CC=2)C2C=CC=CC=2)C=CC=CC=1.C1(P(C2C=CC=CC=2)C2C=CC=CC=2)C=CC=CC=1. The product is [CH3:12][C:13]1[C:14]([C:2]2[N:7]=[C:6]([CH:8]=[O:9])[CH:5]=[CH:4][C:3]=2[O:10][CH3:11])=[CH:15][C:16]2[C:17]([CH3:26])([CH3:25])[CH2:18][CH2:19][C:20]([CH3:24])([CH3:23])[C:21]=2[CH:22]=1. The yield is 0.750. (2) The catalyst is O1CCOCC1.C1C=CC(/C=C/C(/C=C/C2C=CC=CC=2)=O)=CC=1.C1C=CC(/C=C/C(/C=C/C2C=CC=CC=2)=O)=CC=1.[Pd].CC1(C)C2C(=C(P(C3C=CC=CC=3)C3C=CC=CC=3)C=CC=2)OC2C(P(C3C=CC=CC=3)C3C=CC=CC=3)=CC=CC1=2. The product is [CH3:11][P:12](=[O:14])([CH3:13])[C:2]1[CH:7]=[CH:6][C:5]([N+:8]([O-:10])=[O:9])=[CH:4][CH:3]=1. The yield is 0.360. The reactants are I[C:2]1[CH:7]=[CH:6][C:5]([N+:8]([O-:10])=[O:9])=[CH:4][CH:3]=1.[CH3:11][PH:12](=[O:14])[CH3:13].C([O-])([O-])=O.[Cs+].[Cs+]. (3) The reactants are [CH3:1][NH:2][CH2:3][CH2:4][CH2:5][NH2:6].[F:7][C:8]([F:15])([F:14])[C:9](OCC)=[O:10]. The catalyst is C(#N)C. The product is [CH3:1][NH:2][CH2:3][CH2:4][CH2:5][NH:6][C:9](=[O:10])[C:8]([F:15])([F:14])[F:7]. The yield is 0.985. (4) The reactants are [F:1][C:2]1[CH:7]=[CH:6][C:5]([C:8]2[O:9][CH:10]=[C:11]([CH2:13][NH2:14])[N:12]=2)=[CH:4][CH:3]=1.[F:15][C:16]([F:32])([F:31])[C:17]1[O:21][N:20]=[C:19]([C:22]2[CH:23]=[C:24]([CH:28]=[CH:29][CH:30]=2)[C:25](O)=[O:26])[N:18]=1. No catalyst specified. The product is [F:1][C:2]1[CH:3]=[CH:4][C:5]([C:8]2[O:9][CH:10]=[C:11]([CH2:13][NH:14][C:25](=[O:26])[C:24]3[CH:28]=[CH:29][CH:30]=[C:22]([C:19]4[N:18]=[C:17]([C:16]([F:32])([F:31])[F:15])[O:21][N:20]=4)[CH:23]=3)[N:12]=2)=[CH:6][CH:7]=1. The yield is 0.260. (5) The reactants are [Cl:1][C:2]1[CH:7]=[CH:6][C:5]([CH:8]([NH:12][C:13]2[NH:14][N:15]3[C:22]([CH:23]4[CH2:28][CH2:27][N:26]([C:29]([O:31][C:32]([CH3:35])([CH3:34])[CH3:33])=[O:30])[CH2:25][CH2:24]4)=[N:21][CH:20]=[C:16]3[C:17](=[O:19])[N:18]=2)[CH2:9][CH2:10]O)=[CH:4][CH:3]=1.[H-].[Na+].CC1C=CC(S(Cl)(=O)=O)=CC=1.O. The catalyst is C1COCC1. The product is [Cl:1][C:2]1[CH:7]=[CH:6][C:5]([CH:8]2[CH2:9][CH2:10][N:18]3[C:13](=[N:14][N:15]4[C:22]([CH:23]5[CH2:24][CH2:25][N:26]([C:29]([O:31][C:32]([CH3:35])([CH3:34])[CH3:33])=[O:30])[CH2:27][CH2:28]5)=[N:21][CH:20]=[C:16]4[C:17]3=[O:19])[NH:12]2)=[CH:4][CH:3]=1. The yield is 0.410.